From a dataset of Merck oncology drug combination screen with 23,052 pairs across 39 cell lines. Regression. Given two drug SMILES strings and cell line genomic features, predict the synergy score measuring deviation from expected non-interaction effect. (1) Drug 1: Cn1c(=O)n(-c2ccc(C(C)(C)C#N)cc2)c2c3cc(-c4cnc5ccccc5c4)ccc3ncc21. Drug 2: Cn1cc(-c2cnn3c(N)c(Br)c(C4CCCNC4)nc23)cn1. Cell line: EFM192B. Synergy scores: synergy=16.4. (2) Synergy scores: synergy=15.1. Drug 1: COc1cccc2c1C(=O)c1c(O)c3c(c(O)c1C2=O)CC(O)(C(=O)CO)CC3OC1CC(N)C(O)C(C)O1. Cell line: SKMES1. Drug 2: COC1CC2CCC(C)C(O)(O2)C(=O)C(=O)N2CCCCC2C(=O)OC(C(C)CC2CCC(OP(C)(C)=O)C(OC)C2)CC(=O)C(C)C=C(C)C(O)C(OC)C(=O)C(C)CC(C)C=CC=CC=C1C. (3) Drug 1: CC1CC2C3CCC4=CC(=O)C=CC4(C)C3(F)C(O)CC2(C)C1(O)C(=O)CO. Drug 2: C=CCn1c(=O)c2cnc(Nc3ccc(N4CCN(C)CC4)cc3)nc2n1-c1cccc(C(C)(C)O)n1. Cell line: COLO320DM. Synergy scores: synergy=7.50. (4) Drug 1: COC1CC2CCC(C)C(O)(O2)C(=O)C(=O)N2CCCCC2C(=O)OC(C(C)CC2CCC(OP(C)(C)=O)C(OC)C2)CC(=O)C(C)C=C(C)C(O)C(OC)C(=O)C(C)CC(C)C=CC=CC=C1C. Drug 2: CCc1c2c(nc3ccc(O)cc13)-c1cc3c(c(=O)n1C2)COC(=O)C3(O)CC. Cell line: MDAMB436. Synergy scores: synergy=10.3.